Dataset: Reaction yield outcomes from USPTO patents with 853,638 reactions. Task: Predict the reaction yield, written as a fraction of the theoretical maximum amount of product (1.0 means a 100% yield; for example, 0.34 means a 34% yield). The reactants are [NH:1]1[C:9]2[C:4](=[CH:5][CH:6]=[CH:7][CH:8]=2)[C:3](/[CH:10]=[CH:11]/[C:12]2[CH:20]=[CH:19][C:15]([C:16]([OH:18])=O)=[CH:14][CH:13]=2)=[N:2]1.C(OC([NH:28][CH:29]1[CH2:34][CH2:33][NH:32][CH2:31][CH2:30]1)=O)(C)(C)C.O.ON1C2C=CC=CC=2N=N1.Cl.C(N=C=NCCCN(C)C)C.CN1CCOCC1.Cl.CO. The catalyst is CO. The product is [NH:1]1[C:9]2[C:4](=[CH:5][CH:6]=[CH:7][CH:8]=2)[C:3](/[CH:10]=[CH:11]/[C:12]2[CH:13]=[CH:14][C:15]([C:16]([N:32]3[CH2:33][CH2:34][CH:29]([NH2:28])[CH2:30][CH2:31]3)=[O:18])=[CH:19][CH:20]=2)=[N:2]1. The yield is 0.660.